This data is from Full USPTO retrosynthesis dataset with 1.9M reactions from patents (1976-2016). The task is: Predict the reactants needed to synthesize the given product. The reactants are: [Cl:1][C:2]1[CH:3]=[CH:4][C:5]2[O:10][CH2:9][CH:8]([CH2:11][O:12][S:13]([C:16]3[CH:21]=[CH:20][C:19]([CH3:22])=[CH:18][CH:17]=3)(=[O:15])=[O:14])[O:7][C:6]=2[C:23]=1[C:24]1[CH:29]=[CH:28][CH:27]=[CH:26][C:25]=1Cl.[CH2:31](OC1C(OC[C@H]2CO2)=CC=C(Cl)C=1C1C=CC=CC=1C)C1C=CC=CC=1. Given the product [CH3:22][C:19]1[CH:20]=[CH:21][C:16]([S:13]([O:12][CH2:11][C@@H:8]2[O:7][C:6]3[C:23]([C:24]4[CH:29]=[CH:28][CH:27]=[CH:26][C:25]=4[CH3:31])=[C:2]([Cl:1])[CH:3]=[CH:4][C:5]=3[O:10][CH2:9]2)(=[O:15])=[O:14])=[CH:17][CH:18]=1, predict the reactants needed to synthesize it.